From a dataset of Serine/threonine kinase 33 screen with 319,792 compounds. Binary Classification. Given a drug SMILES string, predict its activity (active/inactive) in a high-throughput screening assay against a specified biological target. (1) The molecule is O1C(C(C)C)C(=O)N(c2c1ccc(c2)C)CC(=O)N(Cc1occc1)Cc1ncccc1. The result is 0 (inactive). (2) The result is 0 (inactive). The compound is OC(=O)C1N(CCC1)C(=O)c1ccc(OCCCC)cc1. (3) The result is 0 (inactive). The drug is O=C1N(CC(C1)C(=O)N(c1c(n(CCCC)c(=O)[nH]c1=O)N)C)Cc1occc1. (4) The molecule is O(C(=O)C(NC(=O)c1cc(OC)cc(OC)c1)C(C)C)CC(=O)NC(c1ccccc1)C. The result is 0 (inactive). (5) The compound is S1(=O)(=O)CC(N(CCC)C(=O)CSc2n(c(nn2)c2c(OC)cccc2)CC=C)CC1. The result is 0 (inactive). (6) The compound is s1c(NC2CCCCC2)nc(c1)c1ccccc1. The result is 0 (inactive). (7) The compound is O(c1ccc(NC(=O)CS(=O)CC(=O)Nc2cccnc2)cc1)CC. The result is 0 (inactive). (8) The compound is O=C(NCCc1[nH]c2c(n1)cccc2)C. The result is 0 (inactive). (9) The compound is s1c(CNC(=O)c2c(Nc3c(ccc(c3)C)C)nccc2)ccc1. The result is 0 (inactive). (10) The result is 0 (inactive). The compound is S1C(Cc2nc(SCC(=O)Nc3ccc(F)cc3)n(c(=O)c12)C)C.